This data is from Full USPTO retrosynthesis dataset with 1.9M reactions from patents (1976-2016). The task is: Predict the reactants needed to synthesize the given product. Given the product [O:6]=[C:4]1[CH2:5][CH:2]([NH:1][C:19](=[O:20])[O:18][C:15]([CH3:17])([CH3:16])[CH3:14])[CH2:3]1, predict the reactants needed to synthesize it. The reactants are: [NH2:1][CH:2]1[CH2:5][C:4](=[O:6])[CH2:3]1.C(N(CC)CC)C.[CH3:14][C:15]([O:18][C:19](O[C:19]([O:18][C:15]([CH3:17])([CH3:16])[CH3:14])=[O:20])=[O:20])([CH3:17])[CH3:16].